This data is from Reaction yield outcomes from USPTO patents with 853,638 reactions. The task is: Predict the reaction yield, written as a fraction of the theoretical maximum amount of product (1.0 means a 100% yield; for example, 0.34 means a 34% yield). (1) The reactants are [CH3:1][C:2]1([CH3:10])[CH2:9][C:7](=O)[CH2:6][C:4](=[O:5])[CH2:3]1. The catalyst is [Pd]. The product is [CH3:1][C:2]1([CH3:10])[CH2:9][CH2:7][CH2:6][C:4](=[O:5])[CH2:3]1. The yield is 0.520. (2) The reactants are [CH3:1][N:2]1[CH:6]=[C:5]([C:7]2[CH:16]=[N:15][C:14]3[C:9](=[CH:10][C:11](B4OC(C)(C)C(C)(C)O4)=[CH:12][CH:13]=3)[N:8]=2)[CH:4]=[N:3]1.Br[C:27]1[CH:28]=[C:29]([NH:33][S:34]([C:37]2[CH:42]=[CH:41][C:40]([F:43])=[CH:39][C:38]=2[F:44])(=[O:36])=[O:35])[CH:30]=[N:31][CH:32]=1. The catalyst is C(=O)([O-])[O-].[Na+].[Na+].O1CCOCC1. The product is [F:44][C:38]1[CH:39]=[C:40]([F:43])[CH:41]=[CH:42][C:37]=1[S:34]([NH:33][C:29]1[CH:30]=[N:31][CH:32]=[C:27]([C:11]2[CH:10]=[C:9]3[C:14](=[CH:13][CH:12]=2)[N:15]=[CH:16][C:7]([C:5]2[CH:4]=[N:3][N:2]([CH3:1])[CH:6]=2)=[N:8]3)[CH:28]=1)(=[O:36])=[O:35]. The yield is 0.640.